Dataset: M1 muscarinic receptor antagonist screen with 61,756 compounds. Task: Binary Classification. Given a drug SMILES string, predict its activity (active/inactive) in a high-throughput screening assay against a specified biological target. (1) The result is 0 (inactive). The molecule is o1nc(nc1CCN1C(=O)c2c(C1=O)cccc2)c1cc(OC)c(OC)cc1. (2) The drug is Fc1c(C(=O)N(c2c(n(n(c2=O)c2ccccc2)C)C)C)cccc1. The result is 0 (inactive). (3) The result is 1 (active). The molecule is Clc1cc(N2CCN(CC2)C(=O)CCNS(=O)(=O)c2c3nonc3ccc2)ccc1. (4) The result is 0 (inactive). The compound is o1c2c(c(NC(C)(C)C)c(N)c1=O)cccc2. (5) The result is 0 (inactive). The drug is S(CC(=O)NC(=O)NCc1ccccc1)c1scnn1.